This data is from Reaction yield outcomes from USPTO patents with 853,638 reactions. The task is: Predict the reaction yield, written as a fraction of the theoretical maximum amount of product (1.0 means a 100% yield; for example, 0.34 means a 34% yield). The reactants are [CH3:1][N:2]1[C:6]2[CH:7]=[CH:8][C:9]([C:11]#[N:12])=[CH:10][C:5]=2[NH:4][C:3]1=[O:13].[ClH:14]. The yield is 0.640. The product is [ClH:14].[NH2:12][CH2:11][C:9]1[CH:8]=[CH:7][C:6]2[N:2]([CH3:1])[C:3](=[O:13])[NH:4][C:5]=2[CH:10]=1. The catalyst is CO.CCOC(C)=O.O.[Pd].